From a dataset of Full USPTO retrosynthesis dataset with 1.9M reactions from patents (1976-2016). Predict the reactants needed to synthesize the given product. (1) The reactants are: Cl[C:2]1[C:11]2[N:10]=[C:9]([CH3:12])[CH:8]=[CH:7][C:6]=2[C:5](B(O)O)=[CH:4][N:3]=1.Br[C:17]1[CH:22]=[CH:21][CH:20]=[C:19]([CH3:23])[N:18]=1.[NH2:24][C:25]1[N:26]=[C:27]([CH3:30])[S:28][CH:29]=1. Given the product [CH3:12][C:9]1[CH:8]=[CH:7][C:6]2[C:11](=[C:2]([NH:24][C:25]3[N:26]=[C:27]([CH3:30])[S:28][CH:29]=3)[N:3]=[CH:4][C:5]=2[C:17]2[CH:22]=[CH:21][CH:20]=[C:19]([CH3:23])[N:18]=2)[N:10]=1, predict the reactants needed to synthesize it. (2) Given the product [N:11]([N:1]1[CH2:6][CH2:5][O:4][CH2:3][CH:2]1[C:7]([OH:9])=[O:8])=[O:12], predict the reactants needed to synthesize it. The reactants are: [NH:1]1[CH2:6][CH2:5][O:4][CH2:3][CH:2]1[C:7]([OH:9])=[O:8].Cl.[N:11]([O-])=[O:12].[Na+].